From a dataset of Reaction yield outcomes from USPTO patents with 853,638 reactions. Predict the reaction yield, written as a fraction of the theoretical maximum amount of product (1.0 means a 100% yield; for example, 0.34 means a 34% yield). (1) The reactants are [Na].[CH2:2]([O:4][C:5](=[O:16])[CH2:6][S:7][CH2:8][CH2:9][CH2:10][C:11](OCC)=[O:12])[CH3:3].CC(O)=O. The catalyst is CCO.CCOCC. The product is [O:12]=[C:11]1[CH2:10][CH2:9][CH2:8][S:7][CH:6]1[C:5]([O:4][CH2:2][CH3:3])=[O:16]. The yield is 0.340. (2) The reactants are C(OC([N:8]1[CH2:13][CH2:12][N:11]([CH2:14][CH2:15][CH2:16][O:17][C:18]2[CH:23]=[CH:22][C:21]([C:24]([N:26]3[C:35]4[C:30](=[CH:31][CH:32]=[CH:33][CH:34]=4)[C@H:29]([N:36]([C:44](=[O:46])[CH3:45])[C:37]4[CH:42]=[CH:41][C:40]([Cl:43])=[CH:39][CH:38]=4)[CH2:28][C@@H:27]3[CH3:47])=[O:25])=[CH:20][CH:19]=2)[CH2:10][CH2:9]1)=O)(C)(C)C. The catalyst is Cl.O1CCOCC1. The product is [Cl:43][C:40]1[CH:41]=[CH:42][C:37]([N:36]([C@H:29]2[C:30]3[C:35](=[CH:34][CH:33]=[CH:32][CH:31]=3)[N:26]([C:24](=[O:25])[C:21]3[CH:22]=[CH:23][C:18]([O:17][CH2:16][CH2:15][CH2:14][N:11]4[CH2:10][CH2:9][NH:8][CH2:13][CH2:12]4)=[CH:19][CH:20]=3)[C@@H:27]([CH3:47])[CH2:28]2)[C:44](=[O:46])[CH3:45])=[CH:38][CH:39]=1. The yield is 1.00. (3) The reactants are [Cl:1][C:2]1[N:3]=[C:4]([N:14]2[CH2:19][CH2:18][O:17][CH2:16][CH2:15]2)[C:5]2[S:10][C:9]([CH2:11][NH:12][CH3:13])=[CH:8][C:6]=2[N:7]=1.[CH3:20][C:21]1[N:22]=[C:23]([CH:26]=O)[S:24][CH:25]=1. No catalyst specified. The product is [Cl:1][C:2]1[N:3]=[C:4]([N:14]2[CH2:19][CH2:18][O:17][CH2:16][CH2:15]2)[C:5]2[S:10][C:9]([CH2:11][N:12]([CH3:13])[CH2:26][C:23]3[S:24][CH:25]=[C:21]([CH3:20])[N:22]=3)=[CH:8][C:6]=2[N:7]=1. The yield is 0.620. (4) The reactants are Cl[C:2]1[CH:11]=[CH:10][C:5]([C:6]([O:8][CH3:9])=[O:7])=[C:4]([O:12][CH3:13])[CH:3]=1.[CH3:14][CH2:15][Mg+].[Br-]. The catalyst is C1COCC1.CN1C(=O)CCC1.CCOCC.C/C(/[O-])=C/C(C)=O.C/C(/[O-])=C/C(C)=O.C/C(/[O-])=C/C(C)=O.[Fe+3]. The product is [CH2:14]([C:2]1[CH:11]=[CH:10][C:5]([C:6]([O:8][CH3:9])=[O:7])=[C:4]([O:12][CH3:13])[CH:3]=1)[CH3:15]. The yield is 0.500. (5) The reactants are Cl[C:2]1[CH:3]=[CH:4][CH:5]=[C:6]([NH2:10])[C:7]=1[NH:8][CH3:9].[Cl:11][CH2:12][C:13](O)=O.[OH-].[Na+].[ClH:18]. No catalyst specified. The product is [Cl:18][C:2]1[C:7]2[N:8]([CH3:9])[C:13]([CH2:12][Cl:11])=[N:10][C:6]=2[CH:5]=[CH:4][CH:3]=1. The yield is 0.400.